This data is from Forward reaction prediction with 1.9M reactions from USPTO patents (1976-2016). The task is: Predict the product of the given reaction. (1) The product is: [Cl:25][C:21]1[CH:20]=[C:19]([CH:24]=[CH:23][CH:22]=1)[CH2:18][O:17][C:14]1[CH:15]=[CH:16][C:11]([C:10]([C:8]2[CH:7]=[CH:6][C:5]([S:37][C:34]3[CH:35]=[CH:36][C:31]([O:30][CH3:29])=[CH:32][CH:33]=3)=[C:4]([CH:9]=2)[C:3]([OH:2])=[O:28])=[O:26])=[N:12][CH:13]=1. Given the reactants C[O:2][C:3](=[O:28])[C:4]1[CH:9]=[C:8]([C:10](=[O:26])[C:11]2[CH:16]=[CH:15][C:14]([O:17][CH2:18][C:19]3[CH:24]=[CH:23][CH:22]=[C:21]([Cl:25])[CH:20]=3)=[CH:13][N:12]=2)[CH:7]=[CH:6][C:5]=1F.[CH3:29][O:30][C:31]1[CH:36]=[CH:35][C:34]([SH:37])=[CH:33][CH:32]=1, predict the reaction product. (2) Given the reactants Cl.[CH3:2][NH:3][O:4][CH3:5].CCN(C(C)C)C(C)C.C[Al](C)C.[F:19][C:20]1[CH:25]=[C:24]([I:26])[CH:23]=[CH:22][C:21]=1[N:27]1[CH:32]=[C:31]([O:33][CH3:34])[C:30](=[O:35])[C:29]([C:36]([O:38]C)=O)=[N:28]1, predict the reaction product. The product is: [F:19][C:20]1[CH:25]=[C:24]([I:26])[CH:23]=[CH:22][C:21]=1[N:27]1[CH:32]=[C:31]([O:33][CH3:34])[C:30](=[O:35])[C:29]([C:36]([N:3]([O:4][CH3:5])[CH3:2])=[O:38])=[N:28]1. (3) The product is: [N:35]1[CH:40]=[CH:39][CH:38]=[CH:37][C:36]=1[N:41]1[CH2:42][CH2:43][N:44]([C:20]([C@H:17]2[CH2:18][CH2:19][C@H:14]([CH2:13][N:3]3[CH2:4][CH2:5][C:6]4[CH:12]=[CH:11][CH:10]=[CH:9][C:7]=4[NH:8][C:2]3=[O:1])[CH2:15][CH2:16]2)=[O:22])[CH2:45][CH2:46]1. Given the reactants [O:1]=[C:2]1[NH:8][C:7]2[CH:9]=[CH:10][CH:11]=[CH:12][C:6]=2[CH2:5][CH2:4][N:3]1[CH2:13][C@H:14]1[CH2:19][CH2:18][C@H:17]([C:20]([OH:22])=O)[CH2:16][CH2:15]1.C1N=CN(C(N2C=NC=C2)=O)C=1.[N:35]1[CH:40]=[CH:39][CH:38]=[CH:37][C:36]=1[N:41]1[CH2:46][CH2:45][NH:44][CH2:43][CH2:42]1, predict the reaction product.